The task is: Predict the product of the given reaction.. This data is from Forward reaction prediction with 1.9M reactions from USPTO patents (1976-2016). (1) The product is: [NH2:50][C:51]1[N:56]=[CH:55][N:54]=[C:53]2[N:57]([C@H:77]3[CH2:78][CH2:79][C@H:80]([N:83]4[CH2:84][CH2:85][N:86]([CH3:89])[CH2:87][CH2:88]4)[CH2:81][CH2:82]3)[N:58]=[C:59]([C:60]3[CH:61]=[CH:62][C:63]([NH:66][C:67]4[O:68][C:69]5[CH:75]=[CH:74][CH:73]=[CH:72][C:70]=5[N:71]=4)=[CH:64][CH:65]=3)[C:52]=12. Given the reactants IC1C2C(=NC=NC=2N)N([C@H]2CC[C@H](N3CCN(C)CC3)CC2)N=1.CC1(C)C(C)(C)OB(C2C=CC(NC3OC4C=CC=CC=4N=3)=CC=2)O1.[NH2:50][C:51]1[N:56]=[CH:55][N:54]=[C:53]2[N:57]([C@H:77]3[CH2:82][CH2:81][C@@H:80]([N:83]4[CH2:88][CH2:87][N:86]([CH3:89])[CH2:85][CH2:84]4)[CH2:79][CH2:78]3)[N:58]=[C:59]([C:60]3[CH:65]=[CH:64][C:63]([NH:66][C:67]4[O:68][C:69]5[CH:75]=[CH:74][CH:73]=[CH:72][C:70]=5[N:71]=4)=[C:62](F)[CH:61]=3)[C:52]=12, predict the reaction product. (2) Given the reactants [C:1]([O:5][C:6]([N:8]1[CH2:12][CH2:11][C:10]([NH:18][C:19]([O:21][CH2:22][C:23]2[CH:28]=[CH:27][CH:26]=[CH:25][CH:24]=2)=[O:20])([C:13]([F:17])([F:16])[CH:14]=C)[CH2:9]1)=[O:7])([CH3:4])([CH3:3])[CH3:2].[O:29]=[O+][O-].[BH4-].[Na+].C(=O)(O)[O-].[Na+].[Cl-].[Na+], predict the reaction product. The product is: [C:1]([O:5][C:6]([N:8]1[CH2:12][CH2:11][C:10]([NH:18][C:19]([O:21][CH2:22][C:23]2[CH:28]=[CH:27][CH:26]=[CH:25][CH:24]=2)=[O:20])([C:13]([F:17])([F:16])[CH2:14][OH:29])[CH2:9]1)=[O:7])([CH3:2])([CH3:3])[CH3:4]. (3) Given the reactants [I:1][C:2]1[CH:3]=[N:4][NH:5][CH:6]=1.C(=O)([O-])[O-].[K+].[K+].[F:13][C:14]1[CH:21]=[CH:20][CH:19]=[CH:18][C:15]=1[CH2:16]Br.C(OCC)(=O)C, predict the reaction product. The product is: [F:13][C:14]1[CH:21]=[CH:20][CH:19]=[CH:18][C:15]=1[CH2:16][N:4]1[CH:3]=[C:2]([I:1])[CH:6]=[N:5]1. (4) The product is: [F:48][C:45]1[CH:46]=[CH:47][C:42]([C:37]2[C:36]([CH2:35][O:34][C:31]3[CH:30]=[C:29]([C:27]([N:16]4[CH2:17][C:14]5([CH2:13][O:12][CH2:11]5)[CH2:15]4)=[O:26])[O:33][N:32]=3)=[C:40]([CH3:41])[O:39][N:38]=2)=[CH:43][CH:44]=1. Given the reactants C[Al](C)C.C([O-])(=O)C([O-])=O.[CH2:11]1[C:14]2([CH2:17][NH2+:16][CH2:15]2)[CH2:13][O:12]1.[CH2:11]1[C:14]2([CH2:17][NH2+:16][CH2:15]2)[CH2:13][O:12]1.C[O:26][C:27]([C:29]1[O:33][N:32]=[C:31]([O:34][CH2:35][C:36]2[C:37]([C:42]3[CH:47]=[CH:46][C:45]([F:48])=[CH:44][CH:43]=3)=[N:38][O:39][C:40]=2[CH3:41])[CH:30]=1)=O, predict the reaction product. (5) Given the reactants [BH4-].[Na+].[C:3]([O:7][C:8]([N:10]1[C@@H:15]([C@@H:16]([OH:30])[C@@H:17]([N+:27]([O-])=O)[CH2:18][C:19]2[CH:24]=[C:23]([F:25])[CH:22]=[C:21]([F:26])[CH:20]=2)[CH2:14][O:13][C@@H:12]([O:31][CH2:32][C:33]([CH3:36])([CH3:35])[CH3:34])[CH2:11]1)=[O:9])([CH3:6])([CH3:5])[CH3:4].O, predict the reaction product. The product is: [C:3]([O:7][C:8]([N:10]1[C@@H:15]([C@@H:16]([OH:30])[C@@H:17]([NH2:27])[CH2:18][C:19]2[CH:20]=[C:21]([F:26])[CH:22]=[C:23]([F:25])[CH:24]=2)[CH2:14][O:13][C@@H:12]([O:31][CH2:32][C:33]([CH3:36])([CH3:35])[CH3:34])[CH2:11]1)=[O:9])([CH3:4])([CH3:6])[CH3:5]. (6) The product is: [CH:14]1([CH2:13][NH:12][C:11]2[CH:10]=[C:9]([NH:20][C:21]3[CH:26]=[CH:25][C:24]([N:27]4[CH2:32][CH2:31][O:30][CH2:29][CH2:28]4)=[CH:23][CH:22]=3)[N:8]=[CH:7][C:6]=2[C:4]([OH:5])=[O:3])[CH2:15][CH2:16][CH2:17][CH2:18][CH2:19]1. Given the reactants C([O:3][C:4]([C:6]1[CH:7]=[N:8][C:9]([NH:20][C:21]2[CH:26]=[CH:25][C:24]([N:27]3[CH2:32][CH2:31][O:30][CH2:29][CH2:28]3)=[CH:23][CH:22]=2)=[CH:10][C:11]=1[NH:12][CH2:13][CH:14]1[CH2:19][CH2:18][CH2:17][CH2:16][CH2:15]1)=[O:5])C.Cl, predict the reaction product. (7) Given the reactants [Br:1][C:2]1[C:7]([C:8](OC)=[O:9])=[CH:6][C:5]([NH:12][C:13]([NH:15][CH2:16][CH3:17])=[O:14])=[N:4][CH:3]=1.[NH3:18], predict the reaction product. The product is: [Br:1][C:2]1[C:7]([C:8]([NH2:18])=[O:9])=[CH:6][C:5]([NH:12][C:13]([NH:15][CH2:16][CH3:17])=[O:14])=[N:4][CH:3]=1.